This data is from Buchwald-Hartwig C-N cross coupling reaction yields with 55,370 reactions. The task is: Predict the reaction yield, written as a fraction of the theoretical maximum amount of product (1.0 means a 100% yield; for example, 0.34 means a 34% yield). (1) The reactants are COc1ccc(I)cc1.Cc1ccc(N)cc1.O=S(=O)(O[Pd]1c2ccccc2-c2ccccc2N~1)C(F)(F)F.COc1ccc(OC)c(P([C@]23C[C@H]4C[C@H](C[C@H](C4)C2)C3)[C@]23C[C@H]4C[C@H](C[C@H](C4)C2)C3)c1-c1c(C(C)C)cc(C(C)C)cc1C(C)C.CN1CCCN2CCCN=C12.Cc1cc(-n2cccc2)no1. The product is COc1ccc(Nc2ccc(C)cc2)cc1. The yield is 0.485. No catalyst specified. (2) The reactants are Brc1ccccn1.Cc1ccc(N)cc1.O=S(=O)(O[Pd]1c2ccccc2-c2ccccc2N~1)C(F)(F)F.COc1ccc(OC)c(P([C@]23C[C@H]4C[C@H](C[C@H](C4)C2)C3)[C@]23C[C@H]4C[C@H](C[C@H](C4)C2)C3)c1-c1c(C(C)C)cc(C(C)C)cc1C(C)C.CN(C)C(=NC(C)(C)C)N(C)C.CCOC(=O)c1cnoc1. No catalyst specified. The product is Cc1ccc(Nc2ccccn2)cc1. The yield is 0. (3) The reactants are CCc1ccc(Cl)cc1.Cc1ccc(N)cc1.O=S(=O)(O[Pd]1c2ccccc2-c2ccccc2N~1)C(F)(F)F.CC(C)c1cc(C(C)C)c(-c2ccccc2P(C2CCCCC2)C2CCCCC2)c(C(C)C)c1.CN(C)C(=NC(C)(C)C)N(C)C.c1ccc(CN(Cc2ccccc2)c2ccno2)cc1. No catalyst specified. The product is CCc1ccc(Nc2ccc(C)cc2)cc1. The yield is 0.0138. (4) The reactants are COc1ccc(I)cc1.Cc1ccc(N)cc1.O=S(=O)(O[Pd]1c2ccccc2-c2ccccc2N~1)C(F)(F)F.CC(C)c1cc(C(C)C)c(-c2ccccc2P(C2CCCCC2)C2CCCCC2)c(C(C)C)c1.CN1CCCN2CCCN=C12.c1ccc(-c2ccon2)cc1. No catalyst specified. The product is COc1ccc(Nc2ccc(C)cc2)cc1. The yield is 0.194. (5) The reactants are COc1ccc(I)cc1.Cc1ccc(N)cc1.O=S(=O)(O[Pd]1c2ccccc2-c2ccccc2N~1)C(F)(F)F.COc1ccc(OC)c(P([C@]23C[C@H]4C[C@H](C[C@H](C4)C2)C3)[C@]23C[C@H]4C[C@H](C[C@H](C4)C2)C3)c1-c1c(C(C)C)cc(C(C)C)cc1C(C)C.CCN=P(N=P(N(C)C)(N(C)C)N(C)C)(N(C)C)N(C)C.COC(=O)c1cc(-c2cccs2)on1. No catalyst specified. The product is COc1ccc(Nc2ccc(C)cc2)cc1. The yield is 0.449. (6) The reactants are FC(F)(F)c1ccc(I)cc1.Cc1ccc(N)cc1.O=S(=O)(O[Pd]1c2ccccc2-c2ccccc2N~1)C(F)(F)F.CC(C)c1cc(C(C)C)c(-c2ccccc2P(C(C)(C)C)C(C)(C)C)c(C(C)C)c1.CCN=P(N=P(N(C)C)(N(C)C)N(C)C)(N(C)C)N(C)C.Cc1cc(-n2cccc2)no1. No catalyst specified. The product is Cc1ccc(Nc2ccc(C(F)(F)F)cc2)cc1. The yield is 0.368.